This data is from Catalyst prediction with 721,799 reactions and 888 catalyst types from USPTO. The task is: Predict which catalyst facilitates the given reaction. (1) Reactant: [C:1]12[C:7](=[CH:8][CH:9]=[CH:10][CH:11]=1)[NH:6][C:5](=[O:12])[O:4][C:2]2=[O:3].[C:13]([C:15]1[CH:22]=[CH:21][C:18]([CH2:19]Br)=[CH:17][CH:16]=1)#[N:14].N12CCCN=C1CCCCC2.O. Product: [O:12]=[C:5]1[N:6]([CH2:19][C:18]2[CH:21]=[CH:22][C:15]([C:13]#[N:14])=[CH:16][CH:17]=2)[C:7]2[CH:8]=[CH:9][CH:10]=[CH:11][C:1]=2[C:2](=[O:3])[O:4]1. The catalyst class is: 3. (2) Reactant: [Cl:1][C:2]1[C:3](Cl)=[N:4][CH:5]=[C:6]([CH:10]=1)[C:7]([OH:9])=[O:8].[CH3:12][C:13]([O-:16])(C)[CH3:14].[K+].Cl. Product: [Cl:1][C:2]1[C:3]([O:16][CH:13]([CH3:14])[CH3:12])=[N:4][CH:5]=[C:6]([CH:10]=1)[C:7]([OH:9])=[O:8]. The catalyst class is: 252. (3) Reactant: [CH3:1][C:2]1[C:3]([NH:12][C@H:13]2[CH2:17][CH2:16][CH2:15][C@@H:14]2[NH:18]C(=O)OC(C)(C)C)=[N:4][CH:5]=[C:6]([C:8]([F:11])([F:10])[F:9])[CH:7]=1.[ClH:26]. Product: [ClH:26].[CH3:1][C:2]1[C:3]([NH:12][C@H:13]2[CH2:17][CH2:16][CH2:15][C@@H:14]2[NH2:18])=[N:4][CH:5]=[C:6]([C:8]([F:9])([F:10])[F:11])[CH:7]=1. The catalyst class is: 12. (4) Reactant: [CH2:1]([O:8][C@H:9]([CH3:14])[C:10](OC)=[O:11])[C:2]1[CH:7]=[CH:6][CH:5]=[CH:4][CH:3]=1.O.[NH2:16][NH2:17]. Product: [CH2:1]([O:8][C@H:9]([CH3:14])[C:10]([NH:16][NH2:17])=[O:11])[C:2]1[CH:7]=[CH:6][CH:5]=[CH:4][CH:3]=1. The catalyst class is: 5. (5) Reactant: [CH3:1][C:2]1[CH2:21][S:20][C@@H:5]2[C@H:6]([NH:9][C:10]([C@H:12]([NH2:19])[C:13]3[CH2:18][CH:17]=[CH:16][CH2:15][CH:14]=3)=[O:11])[C:7](=[O:8])[N:4]2[C:3]=1[C:22]([OH:24])=[O:23].S(=O)(=O)(O)[OH:26]. Product: [CH3:1][C:2]1[CH2:21][S:20][C@@H:5]2[C@H:6]([NH:9][C:10]([CH:12]([NH2:19])[C:13]3[CH2:18][CH:17]=[CH:16][CH2:15][CH:14]=3)=[O:11])[C:7](=[O:8])[N:4]2[C:3]=1[C:22]([OH:24])=[O:23].[OH2:26].[OH2:8]. The catalyst class is: 6. (6) Reactant: [F:1][C:2]1[CH:3]=[C:4]([CH:8]=[CH:9][C:10]=1[N+:11]([O-:13])=[O:12])[C:5](O)=[O:6].Cl.[CH3:15][NH:16][O:17][CH3:18].Cl.CN(C)CCCN=C=NCC.C(N(C1C=CC=CN=1)CC)C. Product: [CH3:15][N:16]([O:17][CH3:18])[C:5](=[O:6])[C:4]1[CH:8]=[CH:9][C:10]([N+:11]([O-:13])=[O:12])=[C:2]([F:1])[CH:3]=1. The catalyst class is: 4.